From a dataset of Blood-brain barrier permeability regression values from the B3DB database. Regression/Classification. Given a drug SMILES string, predict its absorption, distribution, metabolism, or excretion properties. Task type varies by dataset: regression for continuous measurements (e.g., permeability, clearance, half-life) or binary classification for categorical outcomes (e.g., BBB penetration, CYP inhibition). For this dataset (b3db_regression), we predict Y. (1) The compound is CC(C)CO. The Y is -0.170 log(BB ratio). (2) The drug is C1C[C@@H](O[C@@H]1CO)N2C=CC(=NC2=O)N. The Y is -1.20 log(BB ratio). (3) The molecule is C1CN(CCC2=CC=CC=C21)C3=C(C(=O)N(C=N3)CCO)C#N. The Y is 0 log(BB ratio). (4) The compound is [Ar]. The Y is 0.0300 log(BB ratio). (5) The drug is CN1C[C@@H](CC1=O)CCN2C3=C(C4=CC=CC=C42)C(=O)NCC3. The Y is -0.120 log(BB ratio). (6) The drug is CC1=NC(=C(C(=O)N1CC(F)(F)F)C#N)N2CCC3=CC=CC=C3CC2. The Y is 0.600 log(BB ratio).